From a dataset of Full USPTO retrosynthesis dataset with 1.9M reactions from patents (1976-2016). Predict the reactants needed to synthesize the given product. (1) Given the product [O:7]1[CH2:12][CH2:11][N:10]([CH2:13][CH2:14][CH2:15][CH2:16][NH2:17])[CH2:9][CH2:8]1, predict the reactants needed to synthesize it. The reactants are: [H-].[H-].[H-].[H-].[Li+].[Al+3].[O:7]1[CH2:12][CH2:11][N:10]([CH2:13][CH2:14][CH2:15][C:16]#[N:17])[CH2:9][CH2:8]1. (2) Given the product [Cl:33][C:8]1[CH:9]=[C:10]([CH:27]=[C:28]([C:29]([F:31])([F:32])[F:30])[C:7]=1[CH2:6][N:5]1[CH2:4][CH2:3][CH2:2][NH:1][C:44]1=[O:45])[C:11]([NH:13][CH2:14][C:15]1[CH:20]=[C:19]([Cl:21])[CH:18]=[CH:17][C:16]=1[S:22]([CH2:25][CH3:26])(=[O:24])=[O:23])=[O:12], predict the reactants needed to synthesize it. The reactants are: [NH2:1][CH2:2][CH2:3][CH2:4][NH:5][CH2:6][C:7]1[C:28]([C:29]([F:32])([F:31])[F:30])=[CH:27][C:10]([C:11]([NH:13][CH2:14][C:15]2[CH:20]=[C:19]([Cl:21])[CH:18]=[CH:17][C:16]=2[S:22]([CH2:25][CH3:26])(=[O:24])=[O:23])=[O:12])=[CH:9][C:8]=1[Cl:33].CCN(C(C)C)C(C)C.Cl[C:44](OC1C=CC([N+]([O-])=O)=CC=1)=[O:45].CN(C=O)C. (3) Given the product [NH2:1][C:2]1[CH2:8][C:7]([C:9]([O:11][CH2:12][CH3:13])=[O:10])=[CH:6][C:5]2[CH:14]=[C:15]([C:27]3[CH:26]=[CH:25][C:24]([NH:23][C:21](=[O:22])[N:20]([CH3:19])[CH3:39])=[CH:29][CH:28]=3)[CH:16]=[CH:17][C:4]=2[N:3]=1, predict the reactants needed to synthesize it. The reactants are: [NH2:1][C:2]1[CH2:8][C:7]([C:9]([O:11][CH2:12][CH3:13])=[O:10])=[CH:6][C:5]2[CH:14]=[C:15](Br)[CH:16]=[CH:17][C:4]=2[N:3]=1.[CH3:19][N:20]([CH3:39])[C:21]([NH:23][C:24]1[CH:29]=[CH:28][C:27](B2OC(C)(C)C(C)(C)O2)=[CH:26][CH:25]=1)=[O:22].P([O-])([O-])([O-])=O.[K+].[K+].[K+].ClCCl. (4) Given the product [CH3:10][NH:11][C:12](=[O:25])[O:13][CH2:14][C:15]1[CH:20]=[C:19](/[C:21](/[CH3:22])=[N:26]/[OH:27])[CH:18]=[CH:17][C:16]=1[Cl:24], predict the reactants needed to synthesize it. The reactants are: C(N(CC)C(C)C)(C)C.[CH3:10][NH:11][C:12](=[O:25])[O:13][CH2:14][C:15]1[CH:20]=[C:19]([C:21](=O)[CH3:22])[CH:18]=[CH:17][C:16]=1[Cl:24].[NH2:26][OH:27]. (5) Given the product [NH2:1][C:2]1[N:7]=[C:6]([O:8][CH2:9][CH2:10][NH2:11])[C:5]([C:22]2[CH:27]=[CH:26][C:25](=[O:28])[N:24]([CH:29]([CH3:31])[CH3:30])[N:23]=2)=[C:4]([C:32]2[CH:33]=[CH:34][CH:35]=[CH:36][CH:37]=2)[N:3]=1, predict the reactants needed to synthesize it. The reactants are: [NH2:1][C:2]1[N:7]=[C:6]([O:8][CH2:9][CH2:10][N:11]2C(=O)C3C(=CC=CC=3)C2=O)[C:5]([C:22]2[CH:27]=[CH:26][C:25](=[O:28])[N:24]([CH:29]([CH3:31])[CH3:30])[N:23]=2)=[C:4]([C:32]2[CH:37]=[CH:36][CH:35]=[CH:34][CH:33]=2)[N:3]=1.O.NN. (6) Given the product [CH:17]([C:15]1[CH:3]=[CH:4][C:5]([O:6][CH2:7][C:8]([O:10][CH2:11][CH3:12])=[O:9])=[CH:13][CH:14]=1)=[O:16], predict the reactants needed to synthesize it. The reactants are: C([C:3]1[CH:4]=[C:5]([CH:13]=[CH:14][CH:15]=1)[O:6][CH2:7][C:8]([O:10][CH2:11][CH3:12])=[O:9])=O.[OH:16][C:17]1C=CC(C=O)=CC=1.BrCC(OCC)=O. (7) Given the product [Cl:1][C:2]1[CH:7]=[CH:6][C:5]([C@H:8]2[N:15]3[C:11]([S:12][C:13]([C:19]([N:21]4[C@H:28]([CH3:29])[CH2:27][CH2:26][C@H:22]4[C:23]([N:43]4[CH2:44][C@@H:40]([CH2:39][F:38])[C@@H:41]([NH:45][C:46](=[O:52])[O:47][C:48]([CH3:50])([CH3:49])[CH3:51])[CH2:42]4)=[O:25])=[O:20])=[C:14]3[CH:16]([CH3:18])[CH3:17])=[N:10][C@:9]2([C:31]2[CH:32]=[CH:33][C:34]([Cl:37])=[CH:35][CH:36]=2)[CH3:30])=[CH:4][CH:3]=1, predict the reactants needed to synthesize it. The reactants are: [Cl:1][C:2]1[CH:7]=[CH:6][C:5]([C@H:8]2[N:15]3[C:11]([S:12][C:13]([C:19]([N:21]4[C@H:28]([CH3:29])[CH2:27][CH2:26][C@H:22]4[C:23]([OH:25])=O)=[O:20])=[C:14]3[CH:16]([CH3:18])[CH3:17])=[N:10][C@:9]2([C:31]2[CH:36]=[CH:35][C:34]([Cl:37])=[CH:33][CH:32]=2)[CH3:30])=[CH:4][CH:3]=1.[F:38][CH2:39][C@@H:40]1[CH2:44][NH:43][CH2:42][C@@H:41]1[NH:45][C:46](=[O:52])[O:47][C:48]([CH3:51])([CH3:50])[CH3:49]. (8) Given the product [Cl:23][C:24]1[CH:29]=[CH:28][C:27]([O:30][N:31]=[C:1]([C:4]2[CH:9]=[CH:8][C:7]([C:10]([F:11])([F:13])[F:12])=[CH:6][C:5]=2[NH:14][S:15]([C:18]([F:21])([F:19])[F:20])(=[O:17])=[O:16])[CH3:2])=[CH:26][CH:25]=1, predict the reactants needed to synthesize it. The reactants are: [C:1]([C:4]1[CH:9]=[CH:8][C:7]([C:10]([F:13])([F:12])[F:11])=[CH:6][C:5]=1[NH:14][S:15]([C:18]([F:21])([F:20])[F:19])(=[O:17])=[O:16])(=O)[CH3:2].Cl.[Cl:23][C:24]1[CH:29]=[CH:28][C:27]([O:30][NH2:31])=[CH:26][CH:25]=1.CC([O-])=O.[Na+].FC(F)(F)S(N)(=O)=O. (9) Given the product [NH:21]=[C:20]([C:27]1[CH:32]=[CH:31][CH:30]=[CH:29][CH:28]=1)[C:19]1[CH:22]=[CH:23][CH:24]=[C:25]([CH3:26])[C:18]=1[C:7]1[CH:8]=[C:9]2[C:4](=[CH:5][CH:6]=1)[N:3]=[C:2]([NH2:1])[C:11]([N:12]1[CH2:13][CH2:14][O:15][CH2:16][CH2:17]1)=[CH:10]2, predict the reactants needed to synthesize it. The reactants are: [NH2:1][C:2]1[C:11]([N:12]2[CH2:17][CH2:16][O:15][CH2:14][CH2:13]2)=[CH:10][C:9]2[C:4](=[CH:5][CH:6]=[C:7]([C:18]3[C:25]([CH3:26])=[CH:24][CH:23]=[CH:22][C:19]=3[C:20]#[N:21])[CH:8]=2)[N:3]=1.[C:27]1([Mg]Cl)[CH:32]=[CH:31][CH:30]=[CH:29][CH:28]=1.C1COCC1.